From a dataset of Reaction yield outcomes from USPTO patents with 853,638 reactions. Predict the reaction yield, written as a fraction of the theoretical maximum amount of product (1.0 means a 100% yield; for example, 0.34 means a 34% yield). (1) The reactants are [Br:1][C:2]1[CH:3]=[C:4]2[C:9](=[CH:10][CH:11]=1)[N:8]=[C:7](Cl)[C:6]1[C:13](=[O:20])[C:14]3[C:19]([C:5]2=1)=[CH:18][CH:17]=[CH:16][CH:15]=3.[N:21]1[CH:26]=[CH:25][CH:24]=[CH:23][C:22]=1[N:27]1[CH2:32][CH2:31][NH:30][CH2:29][CH2:28]1.O. The catalyst is N1C=CC=CC=1. The product is [Br:1][C:2]1[CH:3]=[C:4]2[C:9](=[CH:10][CH:11]=1)[N:8]=[C:7]([N:30]1[CH2:31][CH2:32][N:27]([C:22]3[CH:23]=[CH:24][CH:25]=[CH:26][N:21]=3)[CH2:28][CH2:29]1)[C:6]1[C:13](=[O:20])[C:14]3[C:19]([C:5]2=1)=[CH:18][CH:17]=[CH:16][CH:15]=3. The yield is 0.920. (2) The reactants are [C:1]([CH2:3][N:4]1[CH2:9][CH2:8][N:7]([C:10]([O:12][C:13]([CH3:16])([CH3:15])[CH3:14])=[O:11])[CH2:6][C:5]1=[O:17])#[N:2]. The catalyst is CCO.O=[Pt]=O. The product is [NH2:2][CH2:1][CH2:3][N:4]1[CH2:9][CH2:8][N:7]([C:10]([O:12][C:13]([CH3:15])([CH3:14])[CH3:16])=[O:11])[CH2:6][C:5]1=[O:17]. The yield is 0.930. (3) The catalyst is C(Cl)Cl.CN(C=O)C.O.CCOC(C)=O.CCCCCC. The reactants are [N:1]1[CH:6]=[CH:5][CH:4]=[CH:3][CH:2]=1.ClCC(Cl)=O.[C:12]([NH2:15])(=[O:14])[CH3:13].C(=O)([O-])[O-].[K+].[K+].N1CCCCC1.[C:28]([C:30]1[N:31]=[CH:32][C:33]2[CH:38]=[C:37]([CH2:39][N:40]3[CH:44]=[N:43][C:42](C(N4CCCCC4)C(N)=O)=[N:41]3)[N:36]([CH2:55][C:56]([CH3:59])([CH3:58])[CH3:57])[C:34]=2[N:35]=1)#[N:29]. The product is [C:28]([C:30]1[N:31]=[CH:32][C:33]2[CH:38]=[C:37]([CH2:39][N:40]3[CH:44]=[N:43][C:42]([NH:15][C:12](=[O:14])[CH2:13][N:1]4[CH2:6][CH2:5][CH2:4][CH2:3][CH2:2]4)=[N:41]3)[N:36]([CH2:55][C:56]([CH3:59])([CH3:58])[CH3:57])[C:34]=2[N:35]=1)#[N:29]. The yield is 0.880. (4) The reactants are [Cl:1][C:2]1[CH:3]=[C:4]([C:9](=[O:13])[CH2:10][C:11]#[N:12])[CH:5]=[CH:6][C:7]=1[F:8].[Cl:14][C:15]1[CH:20]=[CH:19][C:18]([SH:21])=[CH:17][CH:16]=1. No catalyst specified. The product is [ClH:1].[Cl:1][C:2]1[CH:3]=[C:4]([C:9](=[O:13])[CH2:10][C:11]([S:21][C:18]2[CH:19]=[CH:20][C:15]([Cl:14])=[CH:16][CH:17]=2)=[NH:12])[CH:5]=[CH:6][C:7]=1[F:8]. The yield is 0.610. (5) The catalyst is C1(C)C=CC=CC=1.O. The yield is 0.790. The reactants are [C-]#N.[K+].[Cl-].[Cs+].CC(C)(O)[C:8]#[N:9].[C:12]([O:16][C:17](=[O:41])[C:18]1[CH:23]=[CH:22][C:21]([C:24](=[O:39])/[CH:25]=[C:26](\[C:31]2[CH:36]=[C:35]([Cl:37])[CH:34]=[C:33]([Cl:38])[CH:32]=2)/[C:27]([F:30])([F:29])[F:28])=[CH:20][C:19]=1[CH3:40])([CH3:15])([CH3:14])[CH3:13]. The product is [C:12]([O:16][C:17](=[O:41])[C:18]1[CH:23]=[CH:22][C:21]([C:24](=[O:39])[CH2:25][C@:26]([C:8]#[N:9])([C:31]2[CH:36]=[C:35]([Cl:37])[CH:34]=[C:33]([Cl:38])[CH:32]=2)[C:27]([F:28])([F:30])[F:29])=[CH:20][C:19]=1[CH3:40])([CH3:15])([CH3:14])[CH3:13]. (6) The reactants are [F:1][C:2]1[CH:7]=[CH:6][C:5]([C:8]2[N:9]=[N:10][N:11]([CH3:13])[CH:12]=2)=[CH:4][CH:3]=1.[Li]CCCC.C([Cu])#N.[Li+].[Cl-].[C:24](Cl)(=[O:26])[CH3:25].C(=O)([O-])[O-].[Na+].[Na+]. The catalyst is COCCOC.C1COCC1. The product is [F:1][C:2]1[CH:3]=[CH:4][C:5]([C:8]2[N:9]=[N:10][N:11]([CH3:13])[C:12]=2[C:24](=[O:26])[CH3:25])=[CH:6][CH:7]=1. The yield is 0.500. (7) The reactants are C1C=CC(C2C=CC=CC=2)=CC=1.C1C=CC(OC2C=CC=CC=2)=CC=1.[Cl:26][C:27]1[CH:32]=[CH:31][C:30]([C:33]([F:36])([F:35])[F:34])=[CH:29][C:28]=1[NH:37][CH:38]=[C:39]([C:45](OCC)=[O:46])[C:40]([O:42][CH2:43][CH3:44])=[O:41]. No catalyst specified. The product is [Cl:26][C:27]1[CH:32]=[CH:31][C:30]([C:33]([F:34])([F:35])[F:36])=[C:29]2[C:28]=1[NH:37][CH:38]=[C:39]([C:40]([O:42][CH2:43][CH3:44])=[O:41])[C:45]2=[O:46]. The yield is 0.650. (8) The reactants are [O:1]=[C:2]1[N:6]([C:7]2[CH:12]=[CH:11][CH:10]=[C:9]([C:13]([F:16])([F:15])[F:14])[CH:8]=2)[CH2:5][CH:4](CC#N)[CH2:3]1.[OH-:20].[Na+].[CH2:22]([OH:24])[CH3:23]. No catalyst specified. The product is [O:24]=[C:22]1[N:6]([C:7]2[CH:12]=[CH:11][CH:10]=[C:9]([C:13]([F:16])([F:15])[F:14])[CH:8]=2)[CH2:5][CH:4]([CH2:3][C:2]([OH:1])=[O:20])[CH2:23]1. The yield is 0.770. (9) The reactants are [F:1][C:2]1[CH:3]=[C:4]([CH:14]=[CH:15][C:16]=1[F:17])[O:5][C:6]1[CH:13]=[CH:12][C:9]([CH:10]=O)=[CH:8][CH:7]=1.[CH3:18][CH:19]([CH3:36])[C:20]([NH:22][C:23]1[CH:28]=[CH:27][C:26]([CH3:29])=[C:25]([CH:30]2[CH2:35][CH2:34][NH:33][CH2:32][CH2:31]2)[CH:24]=1)=[O:21].C(O[BH-](OC(=O)C)OC(=O)C)(=O)C.[Na+].CC(O)=O. The catalyst is ClCCCl. The product is [F:1][C:2]1[CH:3]=[C:4]([CH:14]=[CH:15][C:16]=1[F:17])[O:5][C:6]1[CH:13]=[CH:12][C:9]([CH2:10][N:33]2[CH2:34][CH2:35][CH:30]([C:25]3[CH:24]=[C:23]([NH:22][C:20](=[O:21])[CH:19]([CH3:18])[CH3:36])[CH:28]=[CH:27][C:26]=3[CH3:29])[CH2:31][CH2:32]2)=[CH:8][CH:7]=1. The yield is 0.540.